From a dataset of Full USPTO retrosynthesis dataset with 1.9M reactions from patents (1976-2016). Predict the reactants needed to synthesize the given product. (1) Given the product [CH2:29]([C:7]1[CH:8]=[C:9]([C:13]2[N:17]=[C:16]([C:18]3[CH:19]=[N:20][C:21]([N:25]([CH2:27][CH3:28])[CH3:26])=[C:22]([CH3:24])[CH:23]=3)[O:15][N:14]=2)[CH:10]=[C:11]([CH3:12])[C:6]=1[O:5][CH2:4][C@H:3]([OH:31])[CH2:2][NH:1][C:33](=[O:34])[CH2:32][OH:35])[CH3:30], predict the reactants needed to synthesize it. The reactants are: [NH2:1][CH2:2][C@@H:3]([OH:31])[CH2:4][O:5][C:6]1[C:11]([CH3:12])=[CH:10][C:9]([C:13]2[N:17]=[C:16]([C:18]3[CH:19]=[N:20][C:21]([N:25]([CH2:27][CH3:28])[CH3:26])=[C:22]([CH3:24])[CH:23]=3)[O:15][N:14]=2)=[CH:8][C:7]=1[CH2:29][CH3:30].[C:32](O)(=[O:35])[CH2:33][OH:34].CCN(C(C)C)C(C)C.C1C=CC2N(O)N=NC=2C=1.CCN=C=NCCCN(C)C.Cl. (2) Given the product [Cl:1][C:2]1[CH:3]=[C:4]([C@@:9]2([CH2:23][O:24][CH2:29][CH:28]=[CH2:27])[O:15][CH2:14][CH2:13][N:12]([C:16]([O:18][C:19]([CH3:20])([CH3:21])[CH3:22])=[O:17])[CH2:11][CH2:10]2)[CH:5]=[CH:6][C:7]=1[Cl:8], predict the reactants needed to synthesize it. The reactants are: [Cl:1][C:2]1[CH:3]=[C:4]([C@@:9]2([CH2:23][OH:24])[O:15][CH2:14][CH2:13][N:12]([C:16]([O:18][C:19]([CH3:22])([CH3:21])[CH3:20])=[O:17])[CH2:11][CH2:10]2)[CH:5]=[CH:6][C:7]=1[Cl:8].[H-].[Na+].[CH2:27](Br)[CH:28]=[CH2:29].